This data is from Forward reaction prediction with 1.9M reactions from USPTO patents (1976-2016). The task is: Predict the product of the given reaction. (1) Given the reactants [C:1]1([C:20]2[CH:25]=[CH:24][CH:23]=[CH:22][CH:21]=2)[CH:6]=[CH:5][C:4]([CH2:7][N:8]2[CH:16]=[C:15]3[C:10]([NH:11][C:12](=O)[N:13]([CH3:18])[C:14]3=[O:17])=[N:9]2)=[CH:3][CH:2]=1.O=P(Cl)(Cl)[Cl:28], predict the reaction product. The product is: [C:1]1([C:20]2[CH:25]=[CH:24][CH:23]=[CH:22][CH:21]=2)[CH:6]=[CH:5][C:4]([CH2:7][N:8]2[CH:16]=[C:15]3[C:10]([N:11]=[C:12]([Cl:28])[N:13]([CH3:18])[C:14]3=[O:17])=[N:9]2)=[CH:3][CH:2]=1. (2) Given the reactants [NH2:1][C@H:2]([C:4]1([OH:27])[CH2:7][N:6]([C:8]([C:10]2[CH:15]=[CH:14][C:13]([F:16])=[C:12]([F:17])[C:11]=2[NH:18][C:19]2[CH:24]=[CH:23][C:22]([I:25])=[CH:21][C:20]=2[F:26])=[O:9])[CH2:5]1)[CH3:3].[CH2:28]=O.[BH4-].[Na+], predict the reaction product. The product is: [F:17][C:12]1[C:11]([NH:18][C:19]2[CH:24]=[CH:23][C:22]([I:25])=[CH:21][C:20]=2[F:26])=[C:10]([C:8]([N:6]2[CH2:7][C:4]([C@@H:2]([NH:1][CH3:28])[CH3:3])([OH:27])[CH2:5]2)=[O:9])[CH:15]=[CH:14][C:13]=1[F:16]. (3) Given the reactants C(Cl)(=O)C(C)(C)C.[C:8]([O:11][CH2:12][C:13]([CH3:43])([CH3:42])[CH2:14][N:15]1[C:21]2[CH:22]=[CH:23][C:24]([Cl:26])=[CH:25][C:20]=2[C@@H:19]([C:27]2[CH:32]=[CH:31][CH:30]=[C:29]([O:33][CH3:34])[C:28]=2[O:35][CH3:36])[O:18][C@H:17]([CH2:37][C:38]([OH:40])=O)[C:16]1=[O:41])(=[O:10])[CH3:9].C(N(CC)CC)C.[NH:51]([C:53](=[O:60])[CH2:54][C:55]([O:57][CH2:58][CH3:59])=[O:56])[NH2:52], predict the reaction product. The product is: [C:8]([O:11][CH2:12][C:13]([CH3:42])([CH3:43])[CH2:14][N:15]1[C:21]2[CH:22]=[CH:23][C:24]([Cl:26])=[CH:25][C:20]=2[C@@H:19]([C:27]2[CH:32]=[CH:31][CH:30]=[C:29]([O:33][CH3:34])[C:28]=2[O:35][CH3:36])[O:18][C@H:17]([CH2:37][C:38]([NH:52][NH:51][C:53](=[O:60])[CH2:54][C:55]([O:57][CH2:58][CH3:59])=[O:56])=[O:40])[C:16]1=[O:41])(=[O:10])[CH3:9]. (4) Given the reactants [F:1][C:2]1[CH:10]=[CH:9][C:8]([CH3:11])=[C:7]2[C:3]=1[C:4](=[O:13])[C:5](=[O:12])[NH:6]2.Cl[C:15]1[CH:23]=[CH:22][CH:21]=[C:20]2[C:16]=1[C:17](=O)[C:18](=O)N2, predict the reaction product. The product is: [C:16]1([CH:17]([C:18]2[CH:9]=[CH:10][CH:2]=[CH:3][CH:4]=2)[N:6]2[C:7]3[C:3](=[C:2]([F:1])[CH:10]=[CH:9][C:8]=3[CH3:11])[C:4](=[O:13])[C:5]2=[O:12])[CH:20]=[CH:21][CH:22]=[CH:23][CH:15]=1. (5) Given the reactants [Br:1][C:2]1[CH:23]=[CH:22][C:21]([F:24])=[CH:20][C:3]=1[O:4][C:5]1[CH:10]=[CH:9][C:8]([C:11]2[CH:15]=[C:14]([C:16](OC)=[O:17])[O:13][N:12]=2)=[CH:7][CH:6]=1.[OH-].[NH4+:26], predict the reaction product. The product is: [Br:1][C:2]1[CH:23]=[CH:22][C:21]([F:24])=[CH:20][C:3]=1[O:4][C:5]1[CH:10]=[CH:9][C:8]([C:11]2[CH:15]=[C:14]([C:16]([NH2:26])=[O:17])[O:13][N:12]=2)=[CH:7][CH:6]=1.